From a dataset of Forward reaction prediction with 1.9M reactions from USPTO patents (1976-2016). Predict the product of the given reaction. (1) The product is: [CH3:2][C:3]1[CH:8]=[CH:7][N:6]=[C:5]([S:9][CH2:17][C:18]2[C:19]([Cl:26])=[CH:20][CH:21]=[C:22]([Cl:25])[C:23]=2[Cl:24])[N:4]=1. Given the reactants Cl.[CH3:2][C:3]1[CH:8]=[CH:7][N:6]=[C:5]([SH:9])[N:4]=1.C(=O)([O-])[O-].[K+].[K+].Br[CH2:17][C:18]1[C:23]([Cl:24])=[C:22]([Cl:25])[CH:21]=[CH:20][C:19]=1[Cl:26].C(OCC)C, predict the reaction product. (2) Given the reactants [N:1]1([C:6]([NH:8][C:9](=[O:15])[O:10][C:11]([CH3:14])([CH3:13])[CH3:12])=[NH:7])[CH:5]=[CH:4][CH:3]=[N:2]1.[H-].[Na+].[CH3:18][C:19]([O:22][C:23](O[C:23]([O:22][C:19]([CH3:21])([CH3:20])[CH3:18])=[O:24])=[O:24])([CH3:21])[CH3:20].C(O)(=O)C, predict the reaction product. The product is: [N:1]1(/[C:6](/[NH:7][C:23](=[O:24])[O:22][C:19]([CH3:21])([CH3:20])[CH3:18])=[N:8]\[C:9](=[O:15])[O:10][C:11]([CH3:12])([CH3:14])[CH3:13])[CH:5]=[CH:4][CH:3]=[N:2]1. (3) Given the reactants C(N(CC)CC)C.C(O)=O.[F:11][C:12]([F:25])([F:24])[O:13][C:14]1[CH:22]=[CH:21][CH:20]=[C:19]2[C:15]=1[CH2:16][CH2:17][C:18]2=[O:23].O, predict the reaction product. The product is: [F:11][C:12]([F:24])([F:25])[O:13][C:14]1[CH:22]=[CH:21][CH:20]=[C:19]2[C:15]=1[CH2:16][CH2:17][C@@H:18]2[OH:23]. (4) Given the reactants C(OC(=O)[NH:7][CH2:8][C:9]1[CH:14]=[CH:13][C:12]([C:15]2[CH:16]=[CH:17][CH:18]=[C:19]3[C:24]=2[O:23][C:22]([N:25]2[CH2:30][CH2:29][O:28][CH2:27][CH2:26]2)=[CH:21][C:20]3=[O:31])=[CH:11][CH:10]=1)(C)(C)C.Cl, predict the reaction product. The product is: [NH2:7][CH2:8][C:9]1[CH:14]=[CH:13][C:12]([C:15]2[CH:16]=[CH:17][CH:18]=[C:19]3[C:24]=2[O:23][C:22]([N:25]2[CH2:26][CH2:27][O:28][CH2:29][CH2:30]2)=[CH:21][C:20]3=[O:31])=[CH:11][CH:10]=1. (5) Given the reactants [N:1]1([C:6]2[CH:25]=[CH:24][C:9]([CH2:10][C:11]3[C:12]([CH3:23])=[CH:13][C:14]([CH:21]=O)=[C:15]([CH:20]=3)[C:16](OC)=[O:17])=[CH:8][CH:7]=2)[CH:5]=[CH:4][CH:3]=[N:2]1.[NH2:26][C@@H:27]1[C@@H:32]([OH:33])[CH2:31][CH2:30][O:29][CH2:28]1, predict the reaction product. The product is: [CH3:23][C:12]1[CH:13]=[C:14]2[C:15](=[CH:20][C:11]=1[CH2:10][C:9]1[CH:8]=[CH:7][C:6]([N:1]3[CH:5]=[CH:4][CH:3]=[N:2]3)=[CH:25][CH:24]=1)[C:16](=[O:17])[N:26]([C@@H:27]1[C@@H:32]([OH:33])[CH2:31][CH2:30][O:29][CH2:28]1)[CH2:21]2.